This data is from Experimentally validated miRNA-target interactions with 360,000+ pairs, plus equal number of negative samples. The task is: Binary Classification. Given a miRNA mature sequence and a target amino acid sequence, predict their likelihood of interaction. (1) The miRNA is hsa-miR-548a-5p with sequence AAAAGUAAUUGCGAGUUUUACC. The protein sequence of the target gene is MSKTNKSKSGSRSSRSRSASRSRSRSFSKSRSRSRSLSRSRKRRLSSRSRSRSYSPAHNRERNHPRVYQNRDFRGHNRGYRRPYYFRGRNRGFYPWGQYNRGGYGNYRSNWQNYRQAYSPRRGRSRSRSPKRRSPSPRSRSHSRNSDKSSSDRSRRSSSSRSSSNHSRVESSKRKSAKEKKSSSKDSRPSQAAGDNQGDEAKEQTFSGGTSQDTKASESSKPWPDATYGTGSASRASAVSELSPRERSPALKSPLQSVVVRRRSPRPSPVPKPSPPLSSTSQMGSTLPSGAGYQSGTHQG.... Result: 1 (interaction). (2) The miRNA is hsa-miR-7154-5p with sequence UUCAUGAACUGGGUCUAGCUUGG. The protein sequence of the target gene is MASRVLSAYVSRLPAAFAPLPRVRMLAVARPLSTALCSAGTQTRLGTLQPALVLAQVPGRVTQLCRQYSDMPPLTLEGIQDRVLYVLKLYDKIDPEKLSVNSHFMKDLGLDSLDQVEIIMAMEDEFGFEIPDIDAEKLMCPQEIVDYIADKKDVYE. Result: 0 (no interaction).